Dataset: CYP1A2 inhibition data for predicting drug metabolism from PubChem BioAssay. Task: Regression/Classification. Given a drug SMILES string, predict its absorption, distribution, metabolism, or excretion properties. Task type varies by dataset: regression for continuous measurements (e.g., permeability, clearance, half-life) or binary classification for categorical outcomes (e.g., BBB penetration, CYP inhibition). Dataset: cyp1a2_veith. (1) The drug is CCCCN1C(=O)CC(Sc2ccccc2C(=O)O)C1=O. The result is 0 (non-inhibitor). (2) The drug is CCCCN1C(=O)C(NC(=O)C2CC2)(C(F)(F)F)C2=C1CC(C)(C)CC2=O. The result is 0 (non-inhibitor). (3) The molecule is COc1ccc(CCN=CC2=C(O)CC(C)(C)CC2=O)cc1. The result is 0 (non-inhibitor). (4) The compound is CN(C)S(=O)(=O)c1ccc(NC(=O)c2cc(F)c(F)cc2Cl)cc1. The result is 0 (non-inhibitor).